From a dataset of Forward reaction prediction with 1.9M reactions from USPTO patents (1976-2016). Predict the product of the given reaction. (1) Given the reactants [CH:1]1([NH:4][C:5]([C:7]2[N:8]=[N:9][N:10]([C:24]3[CH:29]=[CH:28][C:27]([C:30]([NH:32][CH2:33][CH3:34])=[O:31])=[CH:26][CH:25]=3)[C:11]=2/[CH:12]=[CH:13]/[C:14]2[CH:19]=[CH:18][C:17]([S:20]([CH3:23])(=[O:22])=[O:21])=[CH:16][CH:15]=2)=[O:6])[CH2:3][CH2:2]1, predict the reaction product. The product is: [CH:1]1([NH:4][C:5]([C:7]2[N:8]=[N:9][N:10]([C:24]3[CH:25]=[CH:26][C:27]([C:30]([NH:32][CH2:33][CH3:34])=[O:31])=[CH:28][CH:29]=3)[C:11]=2[CH2:12][CH2:13][C:14]2[CH:15]=[CH:16][C:17]([S:20]([CH3:23])(=[O:21])=[O:22])=[CH:18][CH:19]=2)=[O:6])[CH2:2][CH2:3]1. (2) Given the reactants F[CH2:2][CH2:3][O:4][C:5]1[C:14]([C:15]([O:17]CCF)=[O:16])=[CH:13][C:12]2[C:7](=[CH:8][CH:9]=[CH:10][CH:11]=2)[N:6]=1.[Li+].[OH-:22], predict the reaction product. The product is: [OH:22][CH2:2][CH2:3][O:4][C:5]1[C:14]([C:15]([OH:17])=[O:16])=[CH:13][C:12]2[C:7](=[CH:8][CH:9]=[CH:10][CH:11]=2)[N:6]=1.